Dataset: Forward reaction prediction with 1.9M reactions from USPTO patents (1976-2016). Task: Predict the product of the given reaction. (1) Given the reactants N1C=CC=CC=1.[CH3:7][C:8]1[C:14]([CH3:15])=[C:13]([OH:16])[CH:12]=[C:11]([CH3:17])[C:9]=1[OH:10].[C:18](Cl)(=[O:23])[C:19]([CH3:22])([CH3:21])[CH3:20].C(O)(=O)C, predict the reaction product. The product is: [CH3:7][C:8]1[C:14]([CH3:15])=[C:13]([O:16][C:18](=[O:23])[C:19]([CH3:22])([CH3:21])[CH3:20])[CH:12]=[C:11]([CH3:17])[C:9]=1[OH:10]. (2) Given the reactants C([NH:5][C:6]1[C:15]2[CH:14]=[CH:13][CH:12]=[C:11]([C:16]([NH:18][C:19]3[CH:24]=[C:23]([C:25](=O)[NH:26][C:27]4[CH:32]=[CH:31][CH:30]=[C:29]([C:33]([F:36])([F:35])[F:34])[CH:28]=4)[CH:22]=[CH:21][C:20]=3[CH3:38])=[O:17])[C:10]=2[CH:9]=[CH:8][N:7]=1)(C)(C)C.CC1C=CC2C(NC3C=CC=C(C(F)(F)F)C=3)=[N:45][CH:44]=[CH:43]C=2C=1N.NC1C=CC=CC=1, predict the reaction product. The product is: [NH2:5][C:6]1[C:15]2[CH:14]=[CH:13][CH:12]=[C:11]([C:16]([NH:18][C:19]3[C:20]([CH3:38])=[CH:21][CH:22]=[C:23]4[C:24]=3[CH:43]=[CH:44][N:45]=[C:25]4[NH:26][C:27]3[CH:32]=[CH:31][CH:30]=[C:29]([C:33]([F:35])([F:34])[F:36])[CH:28]=3)=[O:17])[C:10]=2[CH:9]=[CH:8][N:7]=1. (3) Given the reactants CN(C(ON1N=NC2C=CC=CC1=2)=[N+](C)C)C.F[P-](F)(F)(F)(F)F.C1C=CC2N(O)N=NC=2C=1.Cl.[CH3:36][O:37][C:38](=[O:64])[C@@H:39]([NH:42][C:43]([C:45]1[C:46]([CH3:63])=[N:47][C:48]([NH:52][CH2:53][CH2:54][CH2:55][C:56]2[CH:61]=[CH:60][CH:59]=[C:58]([OH:62])[CH:57]=2)=[N:49][C:50]=1[CH3:51])=[O:44])[CH2:40][NH2:41].[C:65]1([C:71]2[S:72][CH:73]=[C:74]([C:76](O)=[O:77])[N:75]=2)[CH:70]=[CH:69][CH:68]=[CH:67][CH:66]=1.C(N(CC)CC)C, predict the reaction product. The product is: [CH3:36][O:37][C:38](=[O:64])[C@@H:39]([NH:42][C:43]([C:45]1[C:46]([CH3:63])=[N:47][C:48]([NH:52][CH2:53][CH2:54][CH2:55][C:56]2[CH:61]=[CH:60][CH:59]=[C:58]([OH:62])[CH:57]=2)=[N:49][C:50]=1[CH3:51])=[O:44])[CH2:40][NH:41][C:76]([C:74]1[N:75]=[C:71]([C:65]2[CH:66]=[CH:67][CH:68]=[CH:69][CH:70]=2)[S:72][CH:73]=1)=[O:77]. (4) Given the reactants [NH:1]1[CH2:6][CH2:5][CH2:4][C@@H:3]([NH:7][C:8]2[C:16]3[C:11](=[N:12][CH:13]=[CH:14][C:15]=3[O:17][C:18]3[CH:36]=[CH:35][C:21]([C:22]([NH:24][C:25]4[CH:30]=[C:29]([C:31]([F:34])([F:33])[F:32])[CH:28]=[CH:27][N:26]=4)=[O:23])=[CH:20][CH:19]=3)[NH:10][N:9]=2)[CH2:2]1.[CH:37]1([C:40](O)=[O:41])[CH2:39][CH2:38]1.O.C([O-])(O)=O.[Na+], predict the reaction product. The product is: [CH:37]1([C:40]([N:1]2[CH2:6][CH2:5][CH2:4][C@@H:3]([NH:7][C:8]3[C:16]4[C:11](=[N:12][CH:13]=[CH:14][C:15]=4[O:17][C:18]4[CH:36]=[CH:35][C:21]([C:22]([NH:24][C:25]5[CH:30]=[C:29]([C:31]([F:32])([F:34])[F:33])[CH:28]=[CH:27][N:26]=5)=[O:23])=[CH:20][CH:19]=4)[NH:10][N:9]=3)[CH2:2]2)=[O:41])[CH2:39][CH2:38]1. (5) Given the reactants [Cl:1][C:2]1[C:3]([NH:20][C@@H:21]([C:24]2[CH:29]=[CH:28][CH:27]=[CH:26][C:25]=2[F:30])[CH2:22][OH:23])=[N:4][C:5]([NH:8][C:9]2[CH:10]=[N:11][N:12]([CH2:14][C:15](OCC)=[O:16])[CH:13]=2)=[N:6][CH:7]=1.[NH3:31], predict the reaction product. The product is: [Cl:1][C:2]1[C:3]([NH:20][C@@H:21]([C:24]2[CH:29]=[CH:28][CH:27]=[CH:26][C:25]=2[F:30])[CH2:22][OH:23])=[N:4][C:5]([NH:8][C:9]2[CH:10]=[N:11][N:12]([CH2:14][C:15]([NH2:31])=[O:16])[CH:13]=2)=[N:6][CH:7]=1. (6) Given the reactants [N+:1]([O:4][CH:5]1[CH2:10][CH2:9][N:8]([C:11]([O:13][C@@H:14]2[CH2:18][O:17][C@@H:16]3[C@H:19]([OH:22])[CH2:20][O:21][C@H:15]23)=[O:12])[CH2:7][CH2:6]1)([O-:3])=[O:2].Cl[C:24]([O:26][CH:27]([Cl:29])[CH3:28])=[O:25].N1C=CC=CC=1, predict the reaction product. The product is: [N+:1]([O:4][CH:5]1[CH2:6][CH2:7][N:8]([C:11]([O:13][C@@H:14]2[CH2:18][O:17][C@@H:16]3[C@H:19]([O:22][C:24]([O:26][CH:27]([Cl:29])[CH3:28])=[O:25])[CH2:20][O:21][C@H:15]23)=[O:12])[CH2:9][CH2:10]1)([O-:3])=[O:2]. (7) The product is: [O:15]([C:2]1[C:3]([NH2:8])=[N:4][CH:5]=[CH:6][CH:7]=1)[C:9]1[CH:14]=[CH:13][CH:12]=[CH:11][CH:10]=1. Given the reactants Br[C:2]1[C:3]([NH2:8])=[N:4][CH:5]=[CH:6][CH:7]=1.[C:9]1([OH:15])[CH:14]=[CH:13][CH:12]=[CH:11][CH:10]=1.OC1C=CC=CC=1/C=N/O, predict the reaction product.